This data is from NCI-60 drug combinations with 297,098 pairs across 59 cell lines. The task is: Regression. Given two drug SMILES strings and cell line genomic features, predict the synergy score measuring deviation from expected non-interaction effect. (1) Drug 2: CCCCC(=O)OCC(=O)C1(CC(C2=C(C1)C(=C3C(=C2O)C(=O)C4=C(C3=O)C=CC=C4OC)O)OC5CC(C(C(O5)C)O)NC(=O)C(F)(F)F)O. Drug 1: C(=O)(N)NO. Synergy scores: CSS=37.4, Synergy_ZIP=4.57, Synergy_Bliss=0.139, Synergy_Loewe=-24.8, Synergy_HSA=-1.46. Cell line: T-47D. (2) Drug 1: CC1=CC=C(C=C1)C2=CC(=NN2C3=CC=C(C=C3)S(=O)(=O)N)C(F)(F)F. Drug 2: C(CC(=O)O)C(=O)CN.Cl. Cell line: MDA-MB-231. Synergy scores: CSS=10.9, Synergy_ZIP=-4.13, Synergy_Bliss=-5.18, Synergy_Loewe=0.453, Synergy_HSA=-2.36. (3) Drug 1: CC1=C(C=C(C=C1)NC2=NC=CC(=N2)N(C)C3=CC4=NN(C(=C4C=C3)C)C)S(=O)(=O)N.Cl. Drug 2: C1=NC2=C(N=C(N=C2N1C3C(C(C(O3)CO)O)O)F)N. Cell line: CCRF-CEM. Synergy scores: CSS=29.6, Synergy_ZIP=-2.84, Synergy_Bliss=-8.12, Synergy_Loewe=-36.6, Synergy_HSA=-8.35. (4) Drug 1: CN1CCC(CC1)COC2=C(C=C3C(=C2)N=CN=C3NC4=C(C=C(C=C4)Br)F)OC. Drug 2: CCC1(C2=C(COC1=O)C(=O)N3CC4=CC5=C(C=CC(=C5CN(C)C)O)N=C4C3=C2)O.Cl. Cell line: SK-OV-3. Synergy scores: CSS=17.2, Synergy_ZIP=-8.99, Synergy_Bliss=-1.06, Synergy_Loewe=-4.90, Synergy_HSA=0.854.